From a dataset of Full USPTO retrosynthesis dataset with 1.9M reactions from patents (1976-2016). Predict the reactants needed to synthesize the given product. (1) The reactants are: [Li+].CC([N-]C(C)C)C.[CH3:9][N:10]1[CH2:14][CH2:13][CH2:12][C:11]1=[O:15].[C:16](Cl)(=[O:19])[O:17][CH3:18].O. Given the product [CH3:9][N:10]1[CH2:14][CH2:13][CH:12]([C:16]([O:17][CH3:18])=[O:19])[C:11]1=[O:15], predict the reactants needed to synthesize it. (2) Given the product [Li:10][CH2:11][CH2:9][CH2:7][CH3:8].[CH:12]([NH:14][CH:15]([CH3:17])[CH3:16])([CH3:13])[CH3:11], predict the reactants needed to synthesize it. The reactants are: CC(C[AlH]C[CH:7]([CH3:9])[CH3:8])C.[Li+:10].[CH3:11][CH:12]([N-:14][CH:15]([CH3:17])[CH3:16])[CH3:13]. (3) Given the product [F:37][C:4]([F:3])([F:36])[O:5][C:6]1[CH:7]=[CH:8][C:9]([CH:12]=[CH:13][C:14]2[O:15][CH:16]=[C:17]([CH2:19][O:20][C:21]3[CH:26]=[CH:25][C:24]([CH2:27][CH2:28][CH2:29][CH2:30][C:31]4[N:35]([CH2:39][CH2:40][OH:41])[N:34]=[N:33][N:32]=4)=[CH:23][CH:22]=3)[N:18]=2)=[CH:10][CH:11]=1, predict the reactants needed to synthesize it. The reactants are: [H-].[Na+].[F:3][C:4]([F:37])([F:36])[O:5][C:6]1[CH:11]=[CH:10][C:9](/[CH:12]=[CH:13]/[C:14]2[O:15][CH:16]=[C:17]([CH2:19][O:20][C:21]3[CH:26]=[CH:25][C:24]([CH2:27][CH2:28][CH2:29][CH2:30][C:31]4[N:32]=[N:33][NH:34][N:35]=4)=[CH:23][CH:22]=3)[N:18]=2)=[CH:8][CH:7]=1.Br[CH2:39][CH2:40][OH:41]. (4) The reactants are: [C:1]([C:4]1[CH:33]=[CH:32][C:7]([O:8][CH2:9][C:10]2[CH:15]=[CH:14][C:13]([CH:16]([O:25][CH:26]3[CH2:31][CH2:30][CH2:29][CH2:28][O:27]3)[C:17]3[CH:18]=[C:19]([CH:22]=[CH:23][CH:24]=3)[C:20]#N)=[CH:12][CH:11]=2)=[C:6]([Cl:34])[C:5]=1[OH:35])(=[O:3])[CH3:2].[OH-:36].[K+].Cl.[OH2:39]. Given the product [C:1]([C:4]1[CH:33]=[CH:32][C:7]([O:8][CH2:9][C:10]2[CH:15]=[CH:14][C:13]([CH:16]([O:25][CH:26]3[CH2:31][CH2:30][CH2:29][CH2:28][O:27]3)[C:17]3[CH:18]=[C:19]([CH:22]=[CH:23][CH:24]=3)[C:20]([OH:39])=[O:36])=[CH:12][CH:11]=2)=[C:6]([Cl:34])[C:5]=1[OH:35])(=[O:3])[CH3:2], predict the reactants needed to synthesize it.